From a dataset of Forward reaction prediction with 1.9M reactions from USPTO patents (1976-2016). Predict the product of the given reaction. (1) Given the reactants [F:1][C:2]1[CH:7]=[CH:6][C:5]([OH:8])=[C:4]([CH3:9])[CH:3]=1.[OH-].[Na+].Cl[C:13]([O:15][CH3:16])=[O:14].C([O-])([O-])=O.[Na+].[Na+], predict the reaction product. The product is: [CH3:16][O:15][C:13](=[O:14])[O:8][C:5]1[CH:6]=[CH:7][C:2]([F:1])=[CH:3][C:4]=1[CH3:9]. (2) Given the reactants [F:1][C:2]([F:15])([F:14])[C:3]1[NH:4][C:5]2[C:10]([CH:11]=1)=[CH:9][C:8]([C:12]#[N:13])=[CH:7][CH:6]=2.[H-].[Na+].[CH2:18](Br)[C:19]1[CH:24]=[CH:23][CH:22]=[CH:21][CH:20]=1, predict the reaction product. The product is: [CH2:18]([N:4]1[C:5]2[C:10](=[CH:9][C:8]([C:12]#[N:13])=[CH:7][CH:6]=2)[CH:11]=[C:3]1[C:2]([F:1])([F:14])[F:15])[C:19]1[CH:24]=[CH:23][CH:22]=[CH:21][CH:20]=1. (3) Given the reactants O[CH2:2][N:3]1[CH:7]=[C:6]([C:8]([F:11])([F:10])[F:9])[C:5]([C:12]([O:14][CH2:15][CH3:16])=[O:13])=[CH:4]1.S(Cl)([Cl:19])=O, predict the reaction product. The product is: [Cl:19][CH2:2][N:3]1[CH:7]=[C:6]([C:8]([F:11])([F:10])[F:9])[C:5]([C:12]([O:14][CH2:15][CH3:16])=[O:13])=[CH:4]1. (4) The product is: [Br:3][C:4]1[C:5]([N:24]([CH2:27][CH:28]=[C:29]([CH2:32][CH3:33])[CH2:30][CH3:31])[CH3:25])=[N:6][C:7]([C:11]2[CH:16]=[CH:15][C:14]([O:17][C:18]([F:19])([F:20])[F:21])=[CH:13][C:12]=2[O:22][CH3:23])=[C:8]([Br:10])[N:9]=1. Given the reactants [H-].[Na+].[Br:3][C:4]1[C:5]([NH:24][CH3:25])=[N:6][C:7]([C:11]2[CH:16]=[CH:15][C:14]([O:17][C:18]([F:21])([F:20])[F:19])=[CH:13][C:12]=2[O:22][CH3:23])=[C:8]([Br:10])[N:9]=1.Cl[CH2:27][CH:28]=[C:29]([CH2:32][CH3:33])[CH2:30][CH3:31], predict the reaction product. (5) Given the reactants C(O[C:6](=O)[N:7](C)[CH2:8][CH2:9][NH:10][C:11]1[N:12]=[CH:13][C:14]2[S:19][CH:18]=[C:17]([C:20](=[O:32])[NH:21][C:22]3[C:30]4[N:29]=[CH:28][N:27]([CH3:31])[C:26]=4[CH:25]=[CH:24][CH:23]=3)[C:15]=2[N:16]=1)(C)(C)C.[ClH:35], predict the reaction product. The product is: [ClH:35].[CH3:31][N:27]1[C:26]2[CH:25]=[CH:24][CH:23]=[C:22]([NH:21][C:20]([C:17]3[C:15]4[N:16]=[C:11]([NH:10][CH2:9][CH2:8][NH:7][CH3:6])[N:12]=[CH:13][C:14]=4[S:19][CH:18]=3)=[O:32])[C:30]=2[N:29]=[CH:28]1. (6) Given the reactants CON(C)[C:4](=[O:32])[C:5]1[CH:10]=[CH:9][N:8]=[C:7]([O:11][CH:12]2[CH2:17][CH2:16][CH:15]([CH3:18])[N:14]([C:19](=[O:31])[C:20]3[CH:25]=[CH:24][CH:23]=[CH:22][C:21]=3[N:26]3[N:30]=[CH:29][CH:28]=[N:27]3)[CH2:13]2)[CH:6]=1.[CH3:34][Mg+].[Br-].[NH4+].[Cl-], predict the reaction product. The product is: [CH3:18][CH:15]1[N:14]([C:19](=[O:31])[C:20]2[CH:25]=[CH:24][CH:23]=[CH:22][C:21]=2[N:26]2[N:27]=[CH:28][CH:29]=[N:30]2)[CH2:13][CH:12]([O:11][C:7]2[CH:6]=[C:5]([C:4](=[O:32])[CH3:34])[CH:10]=[CH:9][N:8]=2)[CH2:17][CH2:16]1. (7) Given the reactants C[O:2][C:3](=O)[CH:4]=[CH:5][C:6]1[NH:7][C:8](=[O:30])[C:9]2[C:10]3[N:19]([CH3:20])[C:18]([NH:21][C:22]4[C:27]([Cl:28])=[CH:26][CH:25]=[CH:24][C:23]=4[Cl:29])=[N:17][C:11]=3[CH:12]=[CH:13][C:14]=2[C:15]=1[CH3:16].C[Si]([N-][Si](C)(C)C)(C)C.[Na+].[H-].[Al+3].[Li+].[H-].[H-].[H-], predict the reaction product. The product is: [Cl:28][C:27]1[CH:26]=[CH:25][CH:24]=[C:23]([Cl:29])[C:22]=1[NH:21][C:18]1[N:19]([CH3:20])[C:10]2[C:9]3[C:8](=[O:30])[NH:7][C:6]([CH:5]=[CH:4][CH2:3][OH:2])=[C:15]([CH3:16])[C:14]=3[CH:13]=[CH:12][C:11]=2[N:17]=1. (8) Given the reactants C(OC([NH:8][C@H:9]([C:14]1[CH:19]=[CH:18][C:17]([F:20])=[CH:16][CH:15]=1)[CH2:10][C:11](O)=[O:12])=O)(C)(C)C.C[CH2:22][N:23]=[C:24]=NCCCN(C)C.C1C=CC2N(O)N=NC=2C=1.CNC, predict the reaction product. The product is: [NH2:8][C@H:9]([C:14]1[CH:19]=[CH:18][C:17]([F:20])=[CH:16][CH:15]=1)[CH2:10][C:11]([N:23]([CH3:24])[CH3:22])=[O:12]. (9) The product is: [Cl:20][C:17]1[CH:18]=[CH:19][C:14]([NH:13][S:10]([C:7]2[CH:6]=[CH:5][C:4]([C:1]3([CH3:2])[O:32][CH2:31][CH2:30][O:3]3)=[CH:9][CH:8]=2)(=[O:11])=[O:12])=[C:15]([C:21]([C:22]2[CH:23]=[CH:24][N:25]=[CH:26][CH:27]=2)=[O:28])[CH:16]=1. Given the reactants [C:1]([C:4]1[CH:9]=[CH:8][C:7]([S:10]([NH:13][C:14]2[CH:19]=[CH:18][C:17]([Cl:20])=[CH:16][C:15]=2[CH:21]([OH:28])[C:22]2[CH:27]=[CH:26][N:25]=[CH:24][CH:23]=2)(=[O:12])=[O:11])=[CH:6][CH:5]=1)(=[O:3])[CH3:2].C1C[O:32][CH2:31][CH2:30]1.CC(O)=O.B(F)(F)F, predict the reaction product. (10) Given the reactants [Br:1][C:2]1[CH:3]=[N:4][C:5]([O:12][CH3:13])=[C:6]([CH:11]=1)[C:7](=[NH:10])OC.[C@@H:14]1(N)[CH2:19][CH2:18][CH2:17][CH2:16][C@H:15]1[NH2:20], predict the reaction product. The product is: [Br:1][C:2]1[CH:11]=[C:6]([C:7]2[NH:20][C@@H:15]3[CH2:16][CH2:17][CH2:18][CH2:19][C@H:14]3[N:10]=2)[C:5]([O:12][CH3:13])=[N:4][CH:3]=1.